Dataset: Forward reaction prediction with 1.9M reactions from USPTO patents (1976-2016). Task: Predict the product of the given reaction. (1) Given the reactants Br[C:2]1[CH:3]=[C:4]([CH:8]([O:18][CH:19]2[CH2:24][CH2:23][N:22]([CH3:25])[CH2:21][CH2:20]2)[C:9]2[S:10][C:11]3[CH:17]=[CH:16][CH:15]=[CH:14][C:12]=3[N:13]=2)[CH:5]=[CH:6][CH:7]=1.[CH2:26](CN)[C:27]1[CH:32]=[CH:31][CH:30]=[CH:29][CH:28]=1.[N:35]12[CH2:45]CCN=C1CCCC[CH2:36]2.F[B-](F)(F)F.C([PH+](C(C)(C)C)C(C)(C)C)(C)(C)C.[O:64]1CCCC1, predict the reaction product. The product is: [S:10]1[C:11]2[CH:17]=[CH:16][CH:15]=[CH:14][C:12]=2[N:13]=[C:9]1[CH:8]([O:18][CH:19]1[CH2:24][CH2:23][N:22]([CH3:25])[CH2:21][CH2:20]1)[C:4]1[CH:3]=[C:2]([CH:7]=[CH:6][CH:5]=1)[C:36]([N:35]([CH2:26][C:27]1[CH:28]=[CH:29][CH:30]=[CH:31][CH:32]=1)[CH3:45])=[O:64]. (2) Given the reactants [S:1]1[CH:5]=[CH:4][CH:3]=[C:2]1[CH:6]=[N:7][OH:8].C1C(=O)N([Cl:16])C(=O)C1, predict the reaction product. The product is: [OH:8][N:7]=[C:6]([Cl:16])[C:2]1[S:1][CH:5]=[CH:4][CH:3]=1. (3) Given the reactants [F:1][C:2]1[CH:7]=[CH:6][C:5]([OH:8])=[CH:4][C:3]=1[C:9]1[C:18]2[C:13](=[C:14]([C:19]([F:22])([F:21])[F:20])[CH:15]=[CH:16][CH:17]=2)[N:12]=[CH:11][N:10]=1.[F:23][C:24]1[CH:25]=[C:26]([S:31]([CH3:34])(=[O:33])=[O:32])[CH:27]=[C:28](F)[CH:29]=1.C(=O)([O-])[O-].[K+].[K+], predict the reaction product. The product is: [F:1][C:2]1[CH:7]=[CH:6][C:5]([O:8][C:28]2[CH:27]=[C:26]([S:31]([CH3:34])(=[O:32])=[O:33])[CH:25]=[C:24]([F:23])[CH:29]=2)=[CH:4][C:3]=1[C:9]1[C:18]2[C:13](=[C:14]([C:19]([F:20])([F:22])[F:21])[CH:15]=[CH:16][CH:17]=2)[N:12]=[CH:11][N:10]=1. (4) Given the reactants C([O:8][C:9]1[CH:14]=[C:13]([O:15]CC2C=CC=CC=2)[C:12]([C:23]2[N:27]([CH2:28][CH2:29][CH2:30][CH3:31])[N:26]=[N:25][N:24]=2)=[CH:11][C:10]=1[C:32]1[CH:37]=[CH:36][CH:35]=[C:34]([C:38](O)=[O:39])[CH:33]=1)C1C=CC=CC=1.[CH2:41]([S:43]([N:46]1[CH2:51][CH2:50][NH:49][CH2:48][CH2:47]1)(=[O:45])=[O:44])[CH3:42], predict the reaction product. The product is: [CH2:28]([N:27]1[C:23]([C:12]2[C:13]([OH:15])=[CH:14][C:9]([OH:8])=[C:10]([C:32]3[CH:37]=[CH:36][CH:35]=[C:34]([C:38]([N:49]4[CH2:48][CH2:47][N:46]([S:43]([CH2:41][CH3:42])(=[O:45])=[O:44])[CH2:51][CH2:50]4)=[O:39])[CH:33]=3)[CH:11]=2)=[N:24][N:25]=[N:26]1)[CH2:29][CH2:30][CH3:31]. (5) Given the reactants CC1C(C2N3C4C=CN(COCC[Si](C)(C)C)C=4N=CC3=[N:9]C=2)CC(N)C1.Cl[S:29]([NH:32][C:33](=[O:38])[O:34][CH2:35][CH2:36]Cl)(=[O:31])=[O:30].CO, predict the reaction product. The product is: [O:38]=[C:33]1[N:32]([S:29]([NH2:9])(=[O:31])=[O:30])[CH2:36][CH2:35][O:34]1. (6) Given the reactants [CH2:1]([O:3][C:4]([C:6]1[CH:7]=[C:8]2[N:13]([C:14]=1[Cl:15])[CH:12]=[CH:11][C:10]([CH2:16][N:17]=[N+:18]=[N-:19])=[CH:9]2)=[O:5])[CH3:2].[CH2:20]([C:22]([O:29][C:30](=O)[C:31]1[CH:36]=[CH:35][C:34]([N+:37]([O-:39])=[O:38])=[CH:33][CH:32]=1)([C:25]([F:28])([F:27])[F:26])[C:23]#[CH:24])[CH3:21], predict the reaction product. The product is: [CH2:1]([O:3][C:4]([C:6]1[CH:7]=[C:8]2[N:13]([C:14]=1[Cl:15])[CH:12]=[CH:11][C:10]([CH2:16][N:17]1[CH:21]=[C:20]([C:22]([O:29][CH2:30][C:31]3[CH:32]=[CH:33][C:34]([N+:37]([O-:39])=[O:38])=[CH:35][CH:36]=3)([C:25]([F:26])([F:28])[F:27])[CH2:23][CH3:24])[N:19]=[N:18]1)=[CH:9]2)=[O:5])[CH3:2]. (7) Given the reactants [C:1]([C:4]1[CH:9]=[CH:8][C:7]([NH:10][C:11](=[O:14])[O:12][CH3:13])=[C:6]([F:15])[CH:5]=1)(=[O:3])[CH3:2].[BrH:16].[Br-].[Br-].[Br-].[NH+]1C=CC=CC=1.[NH+]1C=CC=CC=1.[NH+]1C=CC=CC=1.C(=O)(O)[O-].[Na+], predict the reaction product. The product is: [Br:16][CH2:2][C:1]([C:4]1[CH:9]=[CH:8][C:7]([NH:10][C:11](=[O:14])[O:12][CH3:13])=[C:6]([F:15])[CH:5]=1)=[O:3]. (8) Given the reactants C(N1CCCN([C:11]([C:13]2[CH:20]=[CH:19][C:16]([CH:17]=[O:18])=[CH:15][CH:14]=2)=[O:12])CC1)(C)C.C(C1C=CC(C=O)=CC=1)(O)=O.O=S(Cl)[Cl:34].CN(C=O)C.[OH-].[Na+].Cl, predict the reaction product. The product is: [CH:17]([C:16]1[CH:19]=[CH:20][C:13]([C:11]([Cl:34])=[O:12])=[CH:14][CH:15]=1)=[O:18]. (9) Given the reactants Cl.[NH2:2][CH2:3][CH2:4][C:5]1[CH:6]=[C:7]([OH:11])[CH:8]=[CH:9][CH:10]=1.C(N(CC)CC)C.[C:19](O[C:19]([O:21][C:22]([CH3:25])([CH3:24])[CH3:23])=[O:20])([O:21][C:22]([CH3:25])([CH3:24])[CH3:23])=[O:20].Cl, predict the reaction product. The product is: [C:22]([O:21][C:19](=[O:20])[NH:2][CH2:3][CH2:4][C:5]1[CH:10]=[CH:9][CH:8]=[C:7]([OH:11])[CH:6]=1)([CH3:25])([CH3:24])[CH3:23].